From a dataset of Full USPTO retrosynthesis dataset with 1.9M reactions from patents (1976-2016). Predict the reactants needed to synthesize the given product. (1) Given the product [OH:13][C:12]1[N:2]([CH2:4][C:5]([O:7][CH2:8][CH3:9])=[O:6])[N:3]=[CH:15][C:14]=1[CH3:20], predict the reactants needed to synthesize it. The reactants are: Cl.[NH:2]([CH2:4][C:5]([O:7][CH2:8][CH3:9])=[O:6])[NH2:3].[OH-].[Na+].[CH:12]([CH:14]([CH3:20])[C:15](OCC)=O)=[O:13]. (2) Given the product [CH3:7][O:8][CH:9]1[CH2:13][CH2:12][N:11]([C:14]2[N:34]=[C:17]3[CH:18]=[CH:19][C:20]([NH:22][C:23]([C:25]4[N:29]([CH3:30])[N:28]=[CH:27][C:26]=4[C:31]([N:1]4[CH2:6][CH2:5][O:4][CH2:3][CH2:2]4)=[O:32])=[O:24])=[CH:21][N:16]3[N:15]=2)[CH2:10]1, predict the reactants needed to synthesize it. The reactants are: [NH:1]1[CH2:6][CH2:5][O:4][CH2:3][CH2:2]1.[CH3:7][O:8][CH:9]1[CH2:13][CH2:12][N:11]([C:14]2[N:34]=[C:17]3[CH:18]=[CH:19][C:20]([NH:22][C:23]([C:25]4[N:29]([CH3:30])[N:28]=[CH:27][C:26]=4[C:31](O)=[O:32])=[O:24])=[CH:21][N:16]3[N:15]=2)[CH2:10]1. (3) Given the product [C:1]([O:4][CH2:5][C@H:6]1[CH2:11][C@@H:10]([O:12][Si:13]([C:26]([CH3:28])([CH3:29])[CH3:27])([C:20]2[CH:25]=[CH:24][CH:23]=[CH:22][CH:21]=2)[C:14]2[CH:15]=[CH:16][CH:17]=[CH:18][CH:19]=2)[CH2:9][CH2:8][C@@:7]1([C@H:31]1[CH2:39][CH2:38][C@@:37]2([CH3:40])[C@@H:33]([CH2:34][CH2:35][C@@:36]2([OH:46])[C:41]2[S:42][CH:43]=[CH:44][N:45]=2)[C@@H:32]1[CH2:47][N:54]=[N+:55]=[N-:56])[CH3:30])(=[O:3])[CH3:2], predict the reactants needed to synthesize it. The reactants are: [C:1]([O:4][CH2:5][C@H:6]1[CH2:11][C@@H:10]([O:12][Si:13]([C:26]([CH3:29])([CH3:28])[CH3:27])([C:20]2[CH:25]=[CH:24][CH:23]=[CH:22][CH:21]=2)[C:14]2[CH:19]=[CH:18][CH:17]=[CH:16][CH:15]=2)[CH2:9][CH2:8][C@@:7]1([C@H:31]1[CH2:39][CH2:38][C@@:37]2([CH3:40])[C@@H:33]([CH2:34][CH2:35][C@@:36]2([OH:46])[C:41]2[S:42][CH:43]=[CH:44][N:45]=2)[C@@H:32]1[CH2:47]O)[CH3:30])(=[O:3])[CH3:2].CS(Cl)(=O)=O.[N-:54]=[N+:55]=[N-:56].[Na+]. (4) Given the product [NH:49]1[C:57]2[CH:56]=[CH:55][CH:54]=[C:53]([C:58]([N:24]3[CH:22]4[CH2:21][CH2:20][CH:19]3[CH2:18][C:16]3([CH2:23]4)[CH2:15][NH:14]/[C:13](=[N:12]\[C:10]([C:3]4[C:2]([NH2:1])=[N:7][C:6]([NH2:8])=[C:5]([Cl:9])[N:4]=4)=[O:11])/[NH:17]3)=[O:59])[C:52]=2[CH:51]=[CH:50]1, predict the reactants needed to synthesize it. The reactants are: [NH2:1][C:2]1[C:3]([C:10](/[N:12]=[C:13]2\[NH:14][CH2:15][C:16]3([CH2:23][CH:22]4[NH:24][CH:19]([CH2:20][CH2:21]4)[CH2:18]3)[NH:17]\2)=[O:11])=[N:4][C:5]([Cl:9])=[C:6]([NH2:8])[N:7]=1.CN(C(ON1N=NC2C=CC=NC1=2)=[N+](C)C)C.F[P-](F)(F)(F)(F)F.[NH:49]1[C:57]2[CH:56]=[CH:55][CH:54]=[C:53]([C:58](O)=[O:59])[C:52]=2[CH:51]=[CH:50]1.CN1CCOCC1. (5) The reactants are: [CH3:1][N:2]1[CH:6]=[C:5]([C:7]2[CH:12]=[CH:11][N:10]=[CH:9][CH:8]=2)[C:4]([C:13]2[CH:30]=[CH:29][C:16]([O:17][CH2:18][C:19]3[CH:28]=[CH:27][C:26]4[C:21](=[CH:22][CH:23]=[CH:24][CH:25]=4)[N:20]=3)=[CH:15][CH:14]=2)=[N:3]1.N([CH2:33][C:34](C)([OH:36])[CH3:35])N. Given the product [CH3:33][C:34]([OH:36])([CH3:35])[CH2:1][N:2]1[CH:6]=[C:5]([C:7]2[CH:8]=[CH:9][N:10]=[CH:11][CH:12]=2)[C:4]([C:13]2[CH:30]=[CH:29][C:16]([O:17][CH2:18][C:19]3[CH:28]=[CH:27][C:26]4[C:21](=[CH:22][CH:23]=[CH:24][CH:25]=4)[N:20]=3)=[CH:15][CH:14]=2)=[N:3]1, predict the reactants needed to synthesize it. (6) Given the product [C:1]([C:28]([CH3:29])([CH3:6])[C@@H:16]([NH:18][S@@:19]([C:21]([CH3:24])([CH3:23])[CH3:22])=[O:20])[CH3:17])#[N:5], predict the reactants needed to synthesize it. The reactants are: [C:1](#[N:5])C(C)C.[CH3:6][Si]([N-][Si](C)(C)C)(C)C.[Na+].[CH:16](=[N:18]/[S@@:19]([C:21]([CH3:24])([CH3:23])[CH3:22])=[O:20])\[CH3:17].C(O[CH2:28][CH3:29])C. (7) The reactants are: C(C1C(=O)NN=C(C2C=CC(F)=CC=2F)C=1)(O)=O.[CH2:19]([N:23]1[C:28](=[O:29])[C:27]([CH2:30][N:31]2C(=O)C3=CC=CC=C3C2=O)=[CH:26][C:25]([C:42]2[CH:47]=[CH:46][C:45]([F:48])=[CH:44][C:43]=2[F:49])=[N:24]1)[CH:20]([CH3:22])[CH3:21]. Given the product [NH2:31][CH2:30][C:27]1[C:28](=[O:29])[N:23]([CH2:19][CH:20]([CH3:21])[CH3:22])[N:24]=[C:25]([C:42]2[CH:47]=[CH:46][C:45]([F:48])=[CH:44][C:43]=2[F:49])[CH:26]=1, predict the reactants needed to synthesize it. (8) Given the product [Cl:1][C:2]1[CH:3]=[C:4]2[C:12](=[CH:13][CH:14]=1)[NH:11][C:10]1[CH:9]([NH:15][C:16](=[O:23])[C:17]3[CH:22]=[CH:21][CH:20]=[CH:19][CH:18]=3)[CH2:8][CH2:7][CH2:6][C:5]2=1, predict the reactants needed to synthesize it. The reactants are: [Cl:1][C:2]1[CH:3]=[C:4]2[C:12](=[CH:13][CH:14]=1)[NH:11][C:10]1[CH:9]([NH2:15])[CH2:8][CH2:7][CH2:6][C:5]2=1.[C:16](Cl)(=[O:23])[C:17]1[CH:22]=[CH:21][CH:20]=[CH:19][CH:18]=1.